This data is from Forward reaction prediction with 1.9M reactions from USPTO patents (1976-2016). The task is: Predict the product of the given reaction. (1) Given the reactants C([O:3][C:4](=O)[CH2:5][CH:6]1[CH2:11][CH2:10][CH2:9][N:8]([C:12]([C:14]2[NH:15][C:16]3[C:21]([CH:22]=2)=[CH:20][CH:19]=[CH:18][CH:17]=3)=[O:13])[CH2:7]1)C.[BH4-].[Li+].O, predict the reaction product. The product is: [NH:15]1[C:16]2[C:21](=[CH:20][CH:19]=[CH:18][CH:17]=2)[CH:22]=[C:14]1[C:12]([N:8]1[CH2:9][CH2:10][CH2:11][CH:6]([CH2:5][CH2:4][OH:3])[CH2:7]1)=[O:13]. (2) The product is: [Cl:1][C:2]1[CH:3]=[CH:4][C:5](/[N:8]=[C:11](/[N:15]([CH3:17])[CH3:16])\[CH3:12])=[N:6][CH:7]=1. Given the reactants [Cl:1][C:2]1[CH:3]=[CH:4][C:5]([NH2:8])=[N:6][CH:7]=1.CO[C:11]([N:15]([CH3:17])[CH3:16])(OC)[CH3:12], predict the reaction product. (3) The product is: [Cl:13][C:14]1[CH:19]=[CH:18][C:17]([Cl:20])=[CH:16][C:15]=1[S:21][C:3]1[C:4]2=[N:5][CH:6]=[CH:7][CH:8]=[C:9]2[NH:1][C:2]=1[C:10]([NH2:12])=[O:11]. Given the reactants [NH:1]1[C:9]2[C:4](=[N:5][CH:6]=[CH:7][CH:8]=2)[CH:3]=[C:2]1[C:10]([NH2:12])=[O:11].[Cl:13][C:14]1[CH:19]=[CH:18][C:17]([Cl:20])=[CH:16][C:15]=1[S:21][S:21][C:15]1[CH:16]=[C:17]([Cl:20])[CH:18]=[CH:19][C:14]=1[Cl:13], predict the reaction product. (4) Given the reactants C(OC([N:8]1[CH:13]2[CH2:14][CH2:15][CH:9]1[CH2:10][C:11]([C:17]#[C:18][C:19]1[CH:20]=[CH:21][C:22]3[O:31][CH2:30][CH2:29][N:28]4[C:24](=[N:25][C:26]([C:32](=[O:34])[NH2:33])=[CH:27]4)[C:23]=3[CH:35]=1)([OH:16])[CH2:12]2)=O)(C)(C)C.[ClH:36].CCOC(C)=O, predict the reaction product. The product is: [OH:16][C:11]1([C:17]#[C:18][C:19]2[CH:20]=[CH:21][C:22]3[O:31][CH2:30][CH2:29][N:28]4[CH:27]=[C:26]([C:32]([NH2:33])=[O:34])[N:25]=[C:24]4[C:23]=3[CH:35]=2)[CH2:10][C@H:9]2[NH:8][C@H:13]([CH2:14][CH2:15]2)[CH2:12]1.[ClH:36]. (5) Given the reactants Br[C:2]1[N:3]=[C:4]([NH:23][CH2:24][CH:25]([CH3:27])[CH3:26])[C:5]2[N:6]([C:8]([C:11]3[CH:22]=[CH:21][C:14]([C:15]([NH:17][CH:18]4[CH2:20][CH2:19]4)=[O:16])=[CH:13][CH:12]=3)=[CH:9][N:10]=2)[CH:7]=1.[NH2:28][C:29]1[CH:34]=[CH:33][CH:32]=[CH:31][CH:30]=1.[C:35](=O)([O-])[O-:36].[Na+].[Na+].F[B-](F)(F)F.C([PH+](C(C)(C)C)C(C)(C)C)(C)(C)C, predict the reaction product. The product is: [CH:18]1([NH:17][C:15]([C:14]2[CH:21]=[CH:22][C:11]([C:8]3[N:6]4[CH:7]=[C:2]([C:35]([NH:28][C:29]5[CH:34]=[CH:33][CH:32]=[CH:31][CH:30]=5)=[O:36])[N:3]=[C:4]([NH:23][CH2:24][CH:25]([CH3:27])[CH3:26])[C:5]4=[N:10][CH:9]=3)=[CH:12][CH:13]=2)=[O:16])[CH2:20][CH2:19]1. (6) Given the reactants [CH3:1][C:2]([C:9]1[N:13]2[CH:14]=[C:15]([O:18][C@H:19]3[C:28]4[C:23](=[CH:24][CH:25]=[CH:26][CH:27]=4)[C@@H:22]([NH2:29])[CH2:21][CH2:20]3)[CH:16]=[CH:17][C:12]2=[N:11][N:10]=1)([N:4]1[CH2:8][CH2:7][CH2:6][CH2:5]1)[CH3:3].CCN(C(C)C)C(C)C.ClC(Cl)(Cl)C[O:42][C:43](=O)[NH:44][C:45]1[N:46]([C:54]2[CH:59]=[CH:58][C:57]([CH3:60])=[CH:56][CH:55]=2)[N:47]=[C:48]([C:50]([CH3:53])([CH3:52])[CH3:51])[CH:49]=1, predict the reaction product. The product is: [C:50]([C:48]1[CH:49]=[C:45]([NH:44][C:43]([NH:29][C@@H:22]2[C:23]3[C:28](=[CH:27][CH:26]=[CH:25][CH:24]=3)[C@H:19]([O:18][C:15]3[CH:16]=[CH:17][C:12]4[N:13]([C:9]([C:2]([CH3:1])([N:4]5[CH2:8][CH2:7][CH2:6][CH2:5]5)[CH3:3])=[N:10][N:11]=4)[CH:14]=3)[CH2:20][CH2:21]2)=[O:42])[N:46]([C:54]2[CH:59]=[CH:58][C:57]([CH3:60])=[CH:56][CH:55]=2)[N:47]=1)([CH3:53])([CH3:51])[CH3:52]. (7) Given the reactants C(NCC)C.[Br:6][C:7]1[CH:8]=[CH:9][C:10]2[N:11]([N:13]=[C:14]([N:16]3[CH2:21][CH2:20]O[CH2:18][CH2:17]3)[N:15]=2)[CH:12]=1, predict the reaction product. The product is: [Br:6][C:7]1[CH:8]=[CH:9][C:10]2[N:11]([N:13]=[C:14]([N:16]([CH2:21][CH3:20])[CH2:17][CH3:18])[N:15]=2)[CH:12]=1. (8) Given the reactants [C:1]([O:5][C@@H:6]([C:10]1[C:41]([CH3:42])=[CH:40][C:13]2[N:14]=[C:15]([N:17]3[CH2:22][CH2:21][N:20](C(OC(C)(C)C)=O)[CH:19]([C:30]4[CH:31]=[C:32]5[C:36](=[CH:37][CH:38]=4)[N:35]([CH3:39])[N:34]=[CH:33]5)[CH2:18]3)[S:16][C:12]=2[C:11]=1[C:43]1[CH:48]=[CH:47][C:46]([Cl:49])=[CH:45][CH:44]=1)[C:7]([OH:9])=[O:8])([CH3:4])([CH3:3])[CH3:2].Cl.CC(O)C, predict the reaction product. The product is: [C:1]([O:5][C@@H:6]([C:10]1[C:41]([CH3:42])=[CH:40][C:13]2[N:14]=[C:15]([N:17]3[CH2:22][CH2:21][NH:20][CH:19]([C:30]4[CH:31]=[C:32]5[C:36](=[CH:37][CH:38]=4)[N:35]([CH3:39])[N:34]=[CH:33]5)[CH2:18]3)[S:16][C:12]=2[C:11]=1[C:43]1[CH:44]=[CH:45][C:46]([Cl:49])=[CH:47][CH:48]=1)[C:7]([OH:9])=[O:8])([CH3:4])([CH3:2])[CH3:3]. (9) Given the reactants C[O:2][C:3](=[O:30])[C@@H:4]([O:27][CH2:28][CH3:29])[CH2:5][C:6]1[CH:11]=[CH:10][C:9]([O:12][CH2:13][C:14]2[N:15]=[C:16]([C:19]3[CH:24]=[CH:23][C:22]([Cl:25])=[CH:21][CH:20]=3)[S:17][CH:18]=2)=[CH:8][C:7]=1[CH3:26].[Li+].[OH-], predict the reaction product. The product is: [Cl:25][C:22]1[CH:23]=[CH:24][C:19]([C:16]2[S:17][CH:18]=[C:14]([CH2:13][O:12][C:9]3[CH:10]=[CH:11][C:6]([CH2:5][C@H:4]([O:27][CH2:28][CH3:29])[C:3]([OH:30])=[O:2])=[C:7]([CH3:26])[CH:8]=3)[N:15]=2)=[CH:20][CH:21]=1. (10) Given the reactants [F:1][C:2]1[CH:3]=[C:4]([NH:9][C:10]([C:12]2[CH:13]=[C:14]([S:19](Cl)(=[O:21])=[O:20])[CH:15]=[CH:16][C:17]=2[F:18])=[O:11])[CH:5]=[CH:6][C:7]=1[F:8].CCN(CC)CC.[N:30]1[CH:35]=[CH:34][C:33]([C@H:36]([NH2:38])[CH3:37])=[CH:32][CH:31]=1, predict the reaction product. The product is: [F:1][C:2]1[CH:3]=[C:4]([NH:9][C:10](=[O:11])[C:12]2[CH:13]=[C:14]([S:19](=[O:21])(=[O:20])[NH:38][C@@H:36]([C:33]3[CH:34]=[CH:35][N:30]=[CH:31][CH:32]=3)[CH3:37])[CH:15]=[CH:16][C:17]=2[F:18])[CH:5]=[CH:6][C:7]=1[F:8].